This data is from Catalyst prediction with 721,799 reactions and 888 catalyst types from USPTO. The task is: Predict which catalyst facilitates the given reaction. Reactant: C[O:2][C:3]1[C:8]([CH3:9])=[N:7][N:6]([CH3:10])[C:5](=[O:11])[C:4]=1[N:12]1[C:16]([CH3:17])=[CH:15][C:14]([C:18]2[CH:23]=[CH:22][C:21]([C:24]([F:27])([F:26])[F:25])=[CH:20][CH:19]=2)=[N:13]1.[OH-].[Na+]. Product: [OH:2][C:3]1[C:8]([CH3:9])=[N:7][N:6]([CH3:10])[C:5](=[O:11])[C:4]=1[N:12]1[C:16]([CH3:17])=[CH:15][C:14]([C:18]2[CH:23]=[CH:22][C:21]([C:24]([F:27])([F:26])[F:25])=[CH:20][CH:19]=2)=[N:13]1. The catalyst class is: 38.